Dataset: Catalyst prediction with 721,799 reactions and 888 catalyst types from USPTO. Task: Predict which catalyst facilitates the given reaction. (1) Reactant: [C:1]([C:5]1[CH:12]=[CH:11][C:8]([CH:9]=O)=[CH:7][CH:6]=1)([CH3:4])([CH3:3])[CH3:2].[Cl:13][C:14]1[CH:21]=[CH:20][C:17]([CH2:18][NH2:19])=[CH:16][CH:15]=1.C(O)(=O)C.C([BH3-])#N.[Na+]. Product: [C:1]([C:5]1[CH:12]=[CH:11][C:8]([CH2:9][NH:19][CH2:18][C:17]2[CH:20]=[CH:21][C:14]([Cl:13])=[CH:15][CH:16]=2)=[CH:7][CH:6]=1)([CH3:4])([CH3:3])[CH3:2]. The catalyst class is: 24. (2) Reactant: [Cl:1][C:2]1[C:7]([CH:8]([OH:22])[CH:9]2[CH2:14][CH2:13][N:12]([C:15]([O:17][C:18]([CH3:21])([CH3:20])[CH3:19])=[O:16])[CH2:11][CH2:10]2)=[CH:6][N:5]=[CH:4][N:3]=1.C1C=C[NH+]=CC=1.C1C=C[NH+]=CC=1.[O-][Cr](O[Cr]([O-])(=O)=O)(=O)=O. Product: [Cl:1][C:2]1[C:7]([C:8]([CH:9]2[CH2:10][CH2:11][N:12]([C:15]([O:17][C:18]([CH3:21])([CH3:20])[CH3:19])=[O:16])[CH2:13][CH2:14]2)=[O:22])=[CH:6][N:5]=[CH:4][N:3]=1. The catalyst class is: 2. (3) Reactant: Br[CH2:2][C:3]1[CH:4]=[C:5]([C:12]2([C:23]3[CH:28]=[CH:27][CH:26]=[C:25]([C:29]4[CH:30]=[N:31][CH:32]=[N:33][CH:34]=4)[CH:24]=3)[C:20]3[C:15](=[C:16]([F:21])[CH:17]=[CH:18][CH:19]=3)[C:14]([NH2:22])=[N:13]2)[CH:6]=[C:7]([CH3:11])[C:8]=1[O:9][CH3:10].[C-:35]#[N:36].[K+]. Product: [NH2:22][C:14]1[C:15]2[C:20](=[CH:19][CH:18]=[CH:17][C:16]=2[F:21])[C:12]([C:5]2[CH:6]=[C:7]([CH3:11])[C:8]([O:9][CH3:10])=[C:3]([CH2:2][C:35]#[N:36])[CH:4]=2)([C:23]2[CH:28]=[CH:27][CH:26]=[C:25]([C:29]3[CH:30]=[N:31][CH:32]=[N:33][CH:34]=3)[CH:24]=2)[N:13]=1. The catalyst class is: 23. (4) Reactant: [CH:1]12[CH2:7][CH:4]([CH2:5][CH2:6]1)[CH2:3][CH:2]2[N:8]1[C:13]2=[N:14][C:15]([NH:18][C:19]3[CH:24]=[CH:23][C:22]([N:25]4[CH2:30][CH2:29][N:28]([CH3:31])[CH2:27][CH2:26]4)=[CH:21][CH:20]=3)=[N:16][CH:17]=[C:12]2[CH2:11][NH:10][C:9]1=[O:32].CC(C)([O-])C.[K+]. Product: [CH:1]12[CH2:7][CH:4]([CH2:5][CH2:6]1)[CH2:3][CH:2]2[N:8]1[C:13]2=[N:14][C:15]([NH:18][C:19]3[CH:20]=[CH:21][C:22]([N:25]4[CH2:26][CH2:27][N:28]([CH3:31])[CH2:29][CH2:30]4)=[CH:23][CH:24]=3)=[N:16][CH:17]=[C:12]2[CH:11]=[N:10][C:9]1=[O:32]. The catalyst class is: 7. (5) Product: [Cl:1][C:2]1[CH:3]=[C:4]([CH3:9])[C:5]([NH:8][S:17]([C:14]2[CH:15]=[CH:16][C:11]([F:10])=[CH:12][CH:13]=2)(=[O:19])=[O:18])=[N:6][CH:7]=1. Reactant: [Cl:1][C:2]1[CH:3]=[C:4]([CH3:9])[C:5]([NH2:8])=[N:6][CH:7]=1.[F:10][C:11]1[CH:16]=[CH:15][C:14]([S:17](Cl)(=[O:19])=[O:18])=[CH:13][CH:12]=1. The catalyst class is: 17. (6) Reactant: Cl.Cl.[NH:3]1[CH2:6][CH:5]([C:7]2[CH:8]=[CH:9][C:10]([Cl:13])=[N:11][CH:12]=2)[CH2:4]1.C([O-])([O-])=O.[K+].[K+].[CH:20](=O)[CH2:21][CH3:22].C(O[BH-](OC(=O)C)OC(=O)C)(=O)C.[Na+]. Product: [Cl:13][C:10]1[CH:9]=[CH:8][C:7]([CH:5]2[CH2:6][N:3]([CH2:20][CH2:21][CH3:22])[CH2:4]2)=[CH:12][N:11]=1. The catalyst class is: 2. (7) Reactant: [NH2:1][C:2]1[CH:9]=[CH:8][C:5]([CH2:6][NH2:7])=[CH:4][CH:3]=1.C([O-])(O)=O.[Na+].[Br:15][C:16]1[CH:21]=[CH:20][C:19](F)=[C:18]([N+:23]([O-:25])=O)[CH:17]=1.CC(C)([O-])C.[K+].Cl. Product: [Br:15][C:16]1[CH:21]=[CH:20][C:19]2[N:7]=[C:6]([C:5]3[CH:8]=[CH:9][C:2]([NH2:1])=[CH:3][CH:4]=3)[N:23]([OH:25])[C:18]=2[CH:17]=1. The catalyst class is: 615.